Dataset: Full USPTO retrosynthesis dataset with 1.9M reactions from patents (1976-2016). Task: Predict the reactants needed to synthesize the given product. (1) Given the product [CH2:3]([O:10][CH2:11][CH:12]1[CH2:13][O:14][C:17]2=[N:18][C:19]([C:22]([F:25])([F:24])[F:23])=[CH:20][CH:21]=[C:16]2[O:15]1)[C:4]1[CH:9]=[CH:8][CH:7]=[CH:6][CH:5]=1, predict the reactants needed to synthesize it. The reactants are: [H-].[Na+].[CH2:3]([O:10][CH2:11][CH:12]([O:15][C:16]1[C:17](Cl)=[N:18][C:19]([C:22]([F:25])([F:24])[F:23])=[CH:20][CH:21]=1)[CH2:13][OH:14])[C:4]1[CH:9]=[CH:8][CH:7]=[CH:6][CH:5]=1.C([O-])(O)=O.[Na+]. (2) Given the product [OH:2][C:3]1[CH2:8][CH2:7][N:6]([C:13]([O:15][C:16]([CH3:19])([CH3:18])[CH3:17])=[O:14])[CH2:5][C:4]=1[C:9]([O:11][CH3:12])=[O:10], predict the reactants needed to synthesize it. The reactants are: Cl.[O:2]=[C:3]1[CH2:8][CH2:7][NH:6][CH2:5][CH:4]1[C:9]([O:11][CH3:12])=[O:10].[C:13](O[C:13]([O:15][C:16]([CH3:19])([CH3:18])[CH3:17])=[O:14])([O:15][C:16]([CH3:19])([CH3:18])[CH3:17])=[O:14]. (3) Given the product [F:1][C:2]([F:30])([F:29])[C:3]1[CH:8]=[C:7]([C:9]([F:12])([F:11])[F:10])[CH:6]=[CH:5][C:4]=1[C:13]1[CH:17]=[C:16]([CH2:18][N:19]2[CH:24]=[C:23]3[N:25]=[C:26]([C:36]4[C:32]([CH3:31])=[N:33][O:34][C:35]=4[CH3:40])[N:27]=[C:22]3[CH:21]=[N:20]2)[O:15][N:14]=1, predict the reactants needed to synthesize it. The reactants are: [F:1][C:2]([F:30])([F:29])[C:3]1[CH:8]=[C:7]([C:9]([F:12])([F:11])[F:10])[CH:6]=[CH:5][C:4]=1[C:13]1[CH:17]=[C:16]([CH2:18][N:19]2[CH:24]=[C:23]3[N:25]=[C:26](Br)[N:27]=[C:22]3[CH:21]=[N:20]2)[O:15][N:14]=1.[CH3:31][C:32]1[C:36](B(O)O)=[C:35]([CH3:40])[O:34][N:33]=1. (4) Given the product [NH2:17][C:16]1[N:15]=[CH:14][N:13]=[C:12]2[N:8]([C:4]3[CH:3]=[C:2]([NH:1][C:23]([C:20]4[CH:21]=[CH:22][S:18][CH:19]=4)=[O:24])[CH:7]=[CH:6][CH:5]=3)[N:9]=[CH:10][C:11]=12, predict the reactants needed to synthesize it. The reactants are: [NH2:1][C:2]1[CH:3]=[C:4]([N:8]2[C:12]3=[N:13][CH:14]=[N:15][C:16]([NH2:17])=[C:11]3[CH:10]=[N:9]2)[CH:5]=[CH:6][CH:7]=1.[S:18]1[CH:22]=[CH:21][C:20]([C:23](O)=[O:24])=[CH:19]1.Cl.CN(C)CCCN=C=NCC.ON1C2C=CC=CC=2N=N1. (5) Given the product [CH2:13]([N:16]1[C:3](=[O:5])[CH2:2][NH:1][C:17]1=[S:18])[CH:14]=[CH2:15], predict the reactants needed to synthesize it. The reactants are: [NH2:1][CH2:2][C:3]([OH:5])=O.C(N(CC)CC)C.[CH2:13]([N:16]=[C:17]=[S:18])[CH:14]=[CH2:15].Cl. (6) Given the product [NH:23]1[C:27]2=[N:28][CH:29]=[C:30]([NH:32][C:19]([C:6]3[N:7]([CH2:11][C:12]4[CH:17]=[CH:16][CH:15]=[C:14]([CH3:18])[CH:13]=4)[C:8]4[C:9]([CH:5]=3)=[CH:10][C:2]([F:1])=[CH:3][CH:4]=4)=[O:20])[CH:31]=[C:26]2[CH:25]=[CH:24]1, predict the reactants needed to synthesize it. The reactants are: [F:1][C:2]1[CH:3]=[C:4]2[C:8](=[CH:9][CH:10]=1)[N:7]([CH2:11][C:12]1[CH:17]=[CH:16][CH:15]=[C:14]([CH3:18])[CH:13]=1)[C:6]([C:19](OC)=[O:20])=[CH:5]2.[NH:23]1[C:27]2=[N:28][CH:29]=[C:30]([NH2:32])[CH:31]=[C:26]2[CH:25]=[CH:24]1.C[Al](C)C. (7) Given the product [Cl:20][C:21]1[CH:28]=[CH:27][CH:26]=[CH:25][C:22]=1[CH2:23][N:4]1[CH2:3][CH2:2][N:1]([C:7]2[CH:8]=[CH:9][C:10]3[N:11]([C:13]([C:16]([F:17])([F:18])[F:19])=[N:14][N:15]=3)[N:12]=2)[CH2:6][CH2:5]1, predict the reactants needed to synthesize it. The reactants are: [N:1]1([C:7]2[CH:8]=[CH:9][C:10]3[N:11]([C:13]([C:16]([F:19])([F:18])[F:17])=[N:14][N:15]=3)[N:12]=2)[CH2:6][CH2:5][NH:4][CH2:3][CH2:2]1.[Cl:20][C:21]1[CH:28]=[CH:27][CH:26]=[CH:25][C:22]=1[CH:23]=O.